From a dataset of Full USPTO retrosynthesis dataset with 1.9M reactions from patents (1976-2016). Predict the reactants needed to synthesize the given product. (1) The reactants are: C[S:2]([C:4]1[N:5]=[N:6][C:7]([N:10]2[CH2:15][CH2:14][CH:13]([O:16][C:17]3[CH:22]=[CH:21][CH:20]=[CH:19][C:18]=3[C:23]([F:26])([F:25])[F:24])[CH2:12][CH2:11]2)=[CH:8][CH:9]=1)=[O:3].CC([O-])=O.[Na+].C(O[O-])(=O)C1C(=CC=CC=1)C([O-])=O.[Mg+2].[OH-:46].[Na+].[NH3:48]. Given the product [F:24][C:23]([F:25])([F:26])[C:18]1[CH:19]=[CH:20][CH:21]=[CH:22][C:17]=1[O:16][CH:13]1[CH2:12][CH2:11][N:10]([C:7]2[N:6]=[N:5][C:4]([S:2]([NH2:48])(=[O:46])=[O:3])=[CH:9][CH:8]=2)[CH2:15][CH2:14]1, predict the reactants needed to synthesize it. (2) Given the product [CH3:1][O:2][C:3]1[CH:4]=[C:5]([NH:9][C:13]2[CH:18]=[CH:17][CH:16]=[CH:15][C:14]=2[N+:19]([O-:21])=[O:20])[CH:6]=[CH:7][CH:8]=1, predict the reactants needed to synthesize it. The reactants are: [CH3:1][O:2][C:3]1[CH:8]=[CH:7][CH:6]=[C:5]([NH2:9])[CH:4]=1.[H-].[Na+].F[C:13]1[CH:18]=[CH:17][CH:16]=[CH:15][C:14]=1[N+:19]([O-:21])=[O:20]. (3) Given the product [S:1]1[C:5]2[CH:6]=[CH:7][CH:8]=[CH:9][C:4]=2[C:3]([N:10]2[CH2:15][CH2:14][N:13]([CH2:16][CH2:17][C:18]3[CH:19]=[CH:20][CH:21]=[C:22]4[C:27]=3[N:26]([C:37](=[O:39])[CH3:38])[CH2:25][CH2:24][C:23]4([CH3:29])[CH3:28])[CH2:12][CH2:11]2)=[N:2]1, predict the reactants needed to synthesize it. The reactants are: [S:1]1[C:5]2[CH:6]=[CH:7][CH:8]=[CH:9][C:4]=2[C:3]([N:10]2[CH2:15][CH2:14][N:13]([CH2:16][CH2:17][C:18]3[CH:19]=[CH:20][CH:21]=[C:22]4[C:27]=3[NH:26][CH2:25][CH2:24][C:23]4([CH3:29])[CH3:28])[CH2:12][CH2:11]2)=[N:2]1.C(N(CC)CC)C.[C:37](Cl)(=[O:39])[CH3:38]. (4) Given the product [CH2:34]([N:31]1[C:26]2=[N:27][C:28]([CH2:29][CH3:30])=[C:23]([CH2:22][NH:21][C:19]([C:15]3[CH:16]=[CH:17][CH:18]=[C:13]([C:11]([NH:10][CH2:9][C:4]4[CH:3]=[C:2]([C:49]5[CH:48]=[CH:47][CH:46]=[C:45]([CH:43]=[O:44])[CH:50]=5)[C:7]([F:8])=[CH:6][CH:5]=4)=[O:12])[N:14]=3)=[O:20])[C:24]([NH:36][CH:37]3[CH2:42][CH2:41][O:40][CH2:39][CH2:38]3)=[C:25]2[CH:33]=[N:32]1)[CH3:35], predict the reactants needed to synthesize it. The reactants are: Br[C:2]1[CH:3]=[C:4]([CH2:9][NH:10][C:11]([C:13]2[CH:18]=[CH:17][CH:16]=[C:15]([C:19]([NH:21][CH2:22][C:23]3[C:24]([NH:36][CH:37]4[CH2:42][CH2:41][O:40][CH2:39][CH2:38]4)=[C:25]4[CH:33]=[N:32][N:31]([CH2:34][CH3:35])[C:26]4=[N:27][C:28]=3[CH2:29][CH3:30])=[O:20])[N:14]=2)=[O:12])[CH:5]=[CH:6][C:7]=1[F:8].[CH:43]([C:45]1[CH:46]=[C:47](B(O)O)[CH:48]=[CH:49][CH:50]=1)=[O:44].C([O-])([O-])=O.[Na+].[Na+]. (5) Given the product [Si:27]([O:17][C:15]([C:14]1[C:9]([C:8]#[C:7][C:2]2[CH:3]=[CH:4][CH:5]=[CH:6][N:1]=2)=[N:10][CH:11]=[CH:12][CH:13]=1)=[CH2:16])([C:30]([CH3:33])([CH3:32])[CH3:31])([CH3:29])[CH3:28], predict the reactants needed to synthesize it. The reactants are: [N:1]1[CH:6]=[CH:5][CH:4]=[CH:3][C:2]=1[C:7]#[C:8][C:9]1[C:14]([C:15](=[O:17])[CH3:16])=[CH:13][CH:12]=[CH:11][N:10]=1.CCN(C(C)C)C(C)C.[Si:27](OS(C(F)(F)F)(=O)=O)([C:30]([CH3:33])([CH3:32])[CH3:31])([CH3:29])[CH3:28]. (6) The reactants are: [CH3:1][C:2]1[O:6][N:5]=[C:4]([C:7]2[CH:12]=[CH:11][CH:10]=[CH:9][CH:8]=2)[C:3]=1[CH2:13][OH:14].[H-].[Na+].Cl[C:18]1[CH:25]=[CH:24][C:21]([C:22]#[N:23])=[CH:20][N:19]=1. Given the product [CH3:1][C:2]1[O:6][N:5]=[C:4]([C:7]2[CH:12]=[CH:11][CH:10]=[CH:9][CH:8]=2)[C:3]=1[CH2:13][O:14][C:18]1[CH:25]=[CH:24][C:21]([C:22]#[N:23])=[CH:20][N:19]=1, predict the reactants needed to synthesize it. (7) Given the product [CH:1]([C:4]1[N:13]=[CH:12][C:11]2[CH2:10][CH:9]([C:14]([NH:18][CH2:19][CH2:20][NH:21][C:22]([C:24]3[C:25]([C:35]([F:37])([F:38])[F:36])=[N:26][N:27]([C:29]4[CH:34]=[CH:33][CH:32]=[CH:31][CH:30]=4)[CH:28]=3)=[O:23])=[O:16])[CH2:8][CH2:7][C:6]=2[N:5]=1)([CH3:2])[CH3:3], predict the reactants needed to synthesize it. The reactants are: [CH:1]([C:4]1[N:13]=[CH:12][C:11]2[CH2:10][CH:9]([C:14]([O-:16])=O)[CH2:8][CH2:7][C:6]=2[N:5]=1)([CH3:3])[CH3:2].[Na+].[NH2:18][CH2:19][CH2:20][NH:21][C:22]([C:24]1[C:25]([C:35]([F:38])([F:37])[F:36])=[N:26][N:27]([C:29]2[CH:34]=[CH:33][CH:32]=[CH:31][CH:30]=2)[CH:28]=1)=[O:23].CCN=C=NCCCN(C)C.Cl.C1C=CC2N(O)N=NC=2C=1.O.C(N(CC)CC)C. (8) The reactants are: [CH2:1]([O:5][C:6]1[CH:7]=[C:8]([C:16](OC)=[O:17])[CH:9]=[C:10]([CH:15]=1)[C:11](OC)=[O:12])[CH2:2][CH2:3][CH3:4].[H-].[H-].[H-].[H-].[Li+].[Al+3]. Given the product [CH2:1]([O:5][C:6]1[CH:15]=[C:10]([CH2:11][OH:12])[CH:9]=[C:8]([CH2:16][OH:17])[CH:7]=1)[CH2:2][CH2:3][CH3:4], predict the reactants needed to synthesize it.